Task: Predict which catalyst facilitates the given reaction.. Dataset: Catalyst prediction with 721,799 reactions and 888 catalyst types from USPTO Reactant: [CH2:1]([N:8]1[CH2:13][CH2:12][C:11]2([CH3:17])[CH2:14][CH2:15][NH:16][CH:10]2[CH2:9]1)[C:2]1[CH:7]=[CH:6][CH:5]=[CH:4][CH:3]=1.C(N1CCC2(C)CCNC2C1=O)C1C=CC=CC=1.[H-].[H-].[H-].[H-].[Li+].[Al+3]. Product: [CH2:1]([N:8]1[CH2:13][CH2:12][C@:11]2([CH3:17])[CH2:14][CH2:15][NH:16][C@@H:10]2[CH2:9]1)[C:2]1[CH:3]=[CH:4][CH:5]=[CH:6][CH:7]=1. The catalyst class is: 1.